From a dataset of NCI-60 drug combinations with 297,098 pairs across 59 cell lines. Regression. Given two drug SMILES strings and cell line genomic features, predict the synergy score measuring deviation from expected non-interaction effect. (1) Drug 1: CCCS(=O)(=O)NC1=C(C(=C(C=C1)F)C(=O)C2=CNC3=C2C=C(C=N3)C4=CC=C(C=C4)Cl)F. Drug 2: CC1=CC=C(C=C1)C2=CC(=NN2C3=CC=C(C=C3)S(=O)(=O)N)C(F)(F)F. Cell line: T-47D. Synergy scores: CSS=11.3, Synergy_ZIP=-2.19, Synergy_Bliss=4.79, Synergy_Loewe=3.98, Synergy_HSA=4.14. (2) Drug 1: C1CN(CCN1C(=O)CCBr)C(=O)CCBr. Drug 2: COCCOC1=C(C=C2C(=C1)C(=NC=N2)NC3=CC=CC(=C3)C#C)OCCOC.Cl. Cell line: TK-10. Synergy scores: CSS=34.7, Synergy_ZIP=-3.20, Synergy_Bliss=0.352, Synergy_Loewe=-0.348, Synergy_HSA=5.75.